Dataset: Experimentally validated miRNA-target interactions with 360,000+ pairs, plus equal number of negative samples. Task: Binary Classification. Given a miRNA mature sequence and a target amino acid sequence, predict their likelihood of interaction. (1) The miRNA is hsa-miR-6824-5p with sequence GUAGGGGAGGUUGGGCCAGGGA. The protein sequence of the target gene is MALRPGREGGESSAALATAQARFSRGEFAEARELYSAFIGQCARHGSKCSPEDLATAYNNRGQTKYFSVDFYEAMDDYTSAIEILPSFEVPYYNRGLIRYRLGYFDEALEDFKKALDLNPGFQDAVLSLKQTILDKEEKQRRNAEKSY. Result: 0 (no interaction). (2) The miRNA is mmu-miR-673-5p with sequence CUCACAGCUCUGGUCCUUGGAG. The protein sequence of the target gene is MNEDPKVNLSGLPRDCIDAGAPENISAAVPSQGSVAESEPELVVNPWDIVLCSSGTLICCENAVVVLIIFHSPSLRAPMFLLIGSLALADLLAGLGLIINFVFAYLLQSEATKLVTIGLIVASFSASVCSLLAITVDRYLSLYYALTYHSERTVTFTYVMLVMLWGTSICLGLLPVMGWNCLRDESTCSVVRPLTKNNAAILSISFLFMFALMLQLYIQICKIVMRHAHQIALQHHFLATSHYVTTRKGVSTLALILGTFAACWMPFTLYSLIADYTYPSIYTYATLLPATYNSIINPVI.... Result: 0 (no interaction). (3) The miRNA is hsa-miR-4280 with sequence GAGUGUAGUUCUGAGCAGAGC. The protein sequence of the target gene is MCCNYYRNCCGGCGYGSGWSSGCGYGCGYGCGYGSGCRYGSGYGTGCGYGCGYGSGCGYGCGYSSSCCGYRPLCYRRCYSSCY. Result: 0 (no interaction).